From a dataset of Catalyst prediction with 721,799 reactions and 888 catalyst types from USPTO. Predict which catalyst facilitates the given reaction. (1) Reactant: O[C:2]1[C:9]([O:10][CH3:11])=[CH:8][C:5](C=O)=[CH:4][C:3]=1[O:12][CH3:13].C(O)(=O)CC(O)=[O:17].N1[CH2:26][CH2:25]CCC1. Product: [CH3:11][O:10][C:9]1[CH:8]=[C:5]([OH:17])[CH:4]=[C:3]([O:12][CH3:13])[C:2]=1[CH:25]=[CH2:26]. The catalyst class is: 106. (2) Reactant: [CH2:1]([O:8][C:9]1[CH:10]=[C:11]([CH:14]=[CH:15][C:16]=1[CH2:17][C:18]1[CH:23]=[CH:22][C:21]([CH2:24][CH3:25])=[CH:20][CH:19]=1)[CH2:12][OH:13])[C:2]1[CH:7]=[CH:6][CH:5]=[CH:4][CH:3]=1.C(OCC)(=O)C. Product: [CH2:1]([O:8][C:9]1[CH:10]=[C:11]([CH:14]=[CH:15][C:16]=1[CH2:17][C:18]1[CH:19]=[CH:20][C:21]([CH2:24][CH3:25])=[CH:22][CH:23]=1)[CH:12]=[O:13])[C:2]1[CH:3]=[CH:4][CH:5]=[CH:6][CH:7]=1. The catalyst class is: 485.